From a dataset of Reaction yield outcomes from USPTO patents with 853,638 reactions. Predict the reaction yield, written as a fraction of the theoretical maximum amount of product (1.0 means a 100% yield; for example, 0.34 means a 34% yield). (1) The reactants are [Si]([O:8][C@@H:9]1[CH2:13][CH:12]([CH:14]2[CH2:16][CH2:15]2)[N:11]([C:17]([O:19][C:20]([CH3:23])([CH3:22])[CH3:21])=[O:18])[C@H:10]1[CH:24]1[CH2:26][CH2:25]1)(C(C)(C)C)(C)C.CCCC[N+](CCCC)(CCCC)CCCC.[F-].CC(OI1(OC(C)=O)(OC(C)=O)OC(=O)C2C=CC=CC1=2)=O. The catalyst is C1COCC1. The product is [CH:24]1([C@H:10]2[C:9](=[O:8])[CH2:13][CH:12]([CH:14]3[CH2:16][CH2:15]3)[N:11]2[C:17]([O:19][C:20]([CH3:23])([CH3:22])[CH3:21])=[O:18])[CH2:25][CH2:26]1. The yield is 0.450. (2) The reactants are [NH2:1][C:2]1[C:3]([C:25]([F:28])([F:27])[F:26])=[C:4]2[C:10]([CH:11]3[CH2:16][CH2:15][N:14]([C:17]([CH:19]4[CH2:23][CH2:22][CH2:21][CH2:20]4)=[O:18])[CH2:13][CH2:12]3)=[CH:9][N:8]([CH3:24])[C:5]2=[N:6][CH:7]=1.[C:29]([C:31]1[CH:32]=[C:33]([CH:37]=[C:38]([O:40][CH3:41])[CH:39]=1)[C:34](O)=[O:35])#[N:30].[I-].ClCC1C=CC=C[NH+]=1.CCN(C(C)C)C(C)C. The catalyst is C1COCC1. The product is [C:29]([C:31]1[CH:32]=[C:33]([CH:37]=[C:38]([O:40][CH3:41])[CH:39]=1)[C:34]([NH:1][C:2]1[C:3]([C:25]([F:28])([F:27])[F:26])=[C:4]2[C:10]([CH:11]3[CH2:16][CH2:15][N:14]([C:17]([CH:19]4[CH2:23][CH2:22][CH2:21][CH2:20]4)=[O:18])[CH2:13][CH2:12]3)=[CH:9][N:8]([CH3:24])[C:5]2=[N:6][CH:7]=1)=[O:35])#[N:30]. The yield is 0.400. (3) The reactants are [CH2:1]([O:8][CH2:9][C@@H:10]1[CH2:14][C@@H:13]([S:15]C(C2C=CC=CC=2)(C2C=CC=CC=2)C2C=CC=CC=2)[CH2:12][N:11]1[S:35]([CH3:38])(=[O:37])=[O:36])[C:2]1[CH:7]=[CH:6][CH:5]=[CH:4][CH:3]=1.C([SiH](CC)CC)C. The catalyst is C(O)(C(F)(F)F)=O. The product is [CH2:1]([O:8][CH2:9][C@H:10]1[N:11]([S:35]([CH3:38])(=[O:37])=[O:36])[CH2:12][C@H:13]([SH:15])[CH2:14]1)[C:2]1[CH:7]=[CH:6][CH:5]=[CH:4][CH:3]=1. The yield is 0.720. (4) The reactants are [Si]([O:8][C:9]([CH3:38])([CH3:37])[CH2:10][C:11]1[S:12][C:13]([NH:25][C:26]([C:28]2[CH:29]=[N:30][N:31]3[CH:36]=[CH:35][CH:34]=[N:33][C:32]=23)=[O:27])=[C:14]([C:16]2[CH:21]=[C:20]([Cl:22])[CH:19]=[CH:18][C:17]=2[O:23][CH3:24])[N:15]=1)(C(C)(C)C)(C)C. The catalyst is FC(F)(F)C(O)=O. The product is [Cl:22][C:20]1[CH:19]=[CH:18][C:17]([O:23][CH3:24])=[C:16]([C:14]2[N:15]=[C:11]([CH2:10][C:9]([OH:8])([CH3:38])[CH3:37])[S:12][C:13]=2[NH:25][C:26]([C:28]2[CH:29]=[N:30][N:31]3[CH:36]=[CH:35][CH:34]=[N:33][C:32]=23)=[O:27])[CH:21]=1. The yield is 0.710.